This data is from Catalyst prediction with 721,799 reactions and 888 catalyst types from USPTO. The task is: Predict which catalyst facilitates the given reaction. (1) Reactant: [F:1][C:2]([F:16])([F:15])[O:3][C:4]1[CH:5]=[C:6]2[C:11](=[C:12]([NH2:14])[CH:13]=1)[N:10]=[CH:9][CH:8]=[CH:7]2.[N:17]1[CH:22]=[CH:21][CH:20]=[CH:19][C:18]=1[S:23](Cl)(=[O:25])=[O:24].N1C=CC=CC=1. Product: [F:16][C:2]([F:1])([F:15])[O:3][C:4]1[CH:5]=[C:6]2[C:11](=[C:12]([NH:14][S:23]([C:18]3[CH:19]=[CH:20][CH:21]=[CH:22][N:17]=3)(=[O:25])=[O:24])[CH:13]=1)[N:10]=[CH:9][CH:8]=[CH:7]2. The catalyst class is: 79. (2) Reactant: [CH3:1][O:2][C:3](=[O:16])[C:4]1[CH:9]=[C:8]([N+:10]([O-])=O)[C:7]([NH:13][CH3:14])=[CH:6][C:5]=1[F:15]. The catalyst class is: 45. Product: [CH3:1][O:2][C:3](=[O:16])[C:4]1[CH:9]=[C:8]([NH2:10])[C:7]([NH:13][CH3:14])=[CH:6][C:5]=1[F:15].